From a dataset of Forward reaction prediction with 1.9M reactions from USPTO patents (1976-2016). Predict the product of the given reaction. (1) The product is: [Cl:14][C:15]1[N:20]=[C:19]2[N:21]([CH2:3][CH2:4][N:5]([CH3:7])[CH3:6])[N:22]=[C:23]([I:24])[C:18]2=[C:17]([CH:25]([F:26])[F:27])[CH:16]=1. Given the reactants Cl.Cl[CH2:3][CH2:4][N:5]([CH3:7])[CH3:6].C(=O)([O-])[O-].[Cs+].[Cs+].[Cl:14][C:15]1[N:20]=[C:19]2[NH:21][N:22]=[C:23]([I:24])[C:18]2=[C:17]([CH:25]([F:27])[F:26])[CH:16]=1.O, predict the reaction product. (2) Given the reactants C1COCC1.[Cl:6][C:7]1[C:8]2[N:9]([C:13]([C@H:16]3[CH2:21][CH2:20][C@H:19]([C:22](OC)=[O:23])[CH2:18][CH2:17]3)=[N:14][CH:15]=2)[CH:10]=[CH:11][N:12]=1.[H-].[H-].[H-].[H-].[Li+].[Al+3].[O-]S([O-])(=O)=O.[Na+].[Na+], predict the reaction product. The product is: [Cl:6][C:7]1[C:8]2[N:9]([C:13]([C@H:16]3[CH2:17][CH2:18][C@H:19]([CH2:22][OH:23])[CH2:20][CH2:21]3)=[N:14][CH:15]=2)[CH:10]=[CH:11][N:12]=1. (3) Given the reactants [OH:1][CH2:2][C:3]1([CH2:7][O:8][C@H:9]2[CH2:14][CH2:13][C@H:12]([N:15]3[C:20](=[O:21])[C:19]([CH2:22][C:23]4[CH:28]=[CH:27][C:26]([C:29]5[C:30]([C:35]#[N:36])=[CH:31][CH:32]=[CH:33][CH:34]=5)=[CH:25][CH:24]=4)=[C:18]([CH2:37][CH2:38][CH3:39])[N:17]4[N:40]=[CH:41][N:42]=[C:16]34)[CH2:11][CH2:10]2)[CH2:6][CH2:5][CH2:4]1.N1C(C)=CC=CC=1C.O1CCCC1.FC(F)(F)S(O[Si:62]([C:65]([CH3:68])([CH3:67])[CH3:66])([CH3:64])[CH3:63])(=O)=O, predict the reaction product. The product is: [Si:62]([O:1][CH2:2][C:3]1([CH2:7][O:8][C@H:9]2[CH2:14][CH2:13][C@H:12]([N:15]3[C:20](=[O:21])[C:19]([CH2:22][C:23]4[CH:24]=[CH:25][C:26]([C:29]5[C:30]([C:35]#[N:36])=[CH:31][CH:32]=[CH:33][CH:34]=5)=[CH:27][CH:28]=4)=[C:18]([CH2:37][CH2:38][CH3:39])[N:17]4[N:40]=[CH:41][N:42]=[C:16]34)[CH2:11][CH2:10]2)[CH2:4][CH2:5][CH2:6]1)([C:65]([CH3:68])([CH3:67])[CH3:66])([CH3:64])[CH3:63]. (4) Given the reactants Br[C:2]1[C:10]2[C:9]([N:11]3[CH2:16][CH2:15][CH2:14][CH:13]([CH3:17])[CH2:12]3)=[N:8][CH:7]=[N:6][C:5]=2[N:4]([S:18]([C:21]2[CH:26]=[CH:25][C:24]([CH3:27])=[CH:23][CH:22]=2)(=[O:20])=[O:19])[CH:3]=1.C(N(CC)CC)C.[CH3:35][C:36]1([CH3:43])[C:40]([CH3:42])([CH3:41])[O:39][BH:38][O:37]1.C1(P(C2CCCCC2)C2C=CC=CC=2C2C(C(C)C)=CC(C(C)C)=CC=2C(C)C)CCCCC1, predict the reaction product. The product is: [CH3:27][C:24]1[CH:25]=[CH:26][C:21]([S:18]([N:4]2[C:5]3[N:6]=[CH:7][N:8]=[C:9]([N:11]4[CH2:16][CH2:15][CH2:14][CH:13]([CH3:17])[CH2:12]4)[C:10]=3[C:2]([B:38]3[O:39][C:40]([CH3:42])([CH3:41])[C:36]([CH3:43])([CH3:35])[O:37]3)=[CH:3]2)(=[O:20])=[O:19])=[CH:22][CH:23]=1. (5) Given the reactants [NH2:1][C:2](=[N:12][OH:13])[C:3]1[CH:11]=[CH:10][C:6](C(N)=O)=[CH:5][CH:4]=1.[NH:14]1[C:22]2C(=CC(C#N)=CC=2)C=[N:15]1, predict the reaction product. The product is: [OH:13][N:12]=[C:2]([C:3]1[CH:4]=[C:5]2[C:6](=[CH:10][CH:11]=1)[NH:15][N:14]=[CH:22]2)[NH2:1]. (6) Given the reactants [CH:1]([NH:4][C@@H:5]1[CH2:10][CH2:9][C@H:8]([N:11]2[CH2:15][CH2:14][C@H:13]([CH2:16][C:17]3([C:22]4[CH:27]=[CH:26][CH:25]=[C:24]([C:28]([F:31])([F:30])[F:29])[CH:23]=4)[O:21][CH2:20][CH2:19][O:18]3)[C:12]2=[O:32])[C@H:7]([CH2:33][S:34]([C:37]2[CH:42]=[CH:41][CH:40]=[CH:39][CH:38]=2)(=[O:36])=[O:35])[CH2:6]1)([CH3:3])[CH3:2].C=O.[C:45]([BH3-])#N.[Na+], predict the reaction product. The product is: [CH:1]([N:4]([CH3:45])[C@@H:5]1[CH2:10][CH2:9][C@H:8]([N:11]2[CH2:15][CH2:14][C@H:13]([CH2:16][C:17]3([C:22]4[CH:27]=[CH:26][CH:25]=[C:24]([C:28]([F:31])([F:29])[F:30])[CH:23]=4)[O:21][CH2:20][CH2:19][O:18]3)[C:12]2=[O:32])[C@H:7]([CH2:33][S:34]([C:37]2[CH:42]=[CH:41][CH:40]=[CH:39][CH:38]=2)(=[O:35])=[O:36])[CH2:6]1)([CH3:3])[CH3:2]. (7) Given the reactants [CH3:1][C:2]1([CH3:20])[O:11][C:10]2[C:5](=[N:6][C:7]([CH2:12][NH:13][C:14]3[CH:19]=[CH:18][CH:17]=[CH:16][CH:15]=3)=[CH:8][CH:9]=2)[CH:4]=[CH:3]1.C(N(CC)CC)C.[CH3:28][O:29][C:30]1[CH:31]=[C:32]([CH:36]=[CH:37][C:38]=1[O:39][CH3:40])[C:33](Cl)=[O:34].C(Cl)Cl.CCOC(C)=O, predict the reaction product. The product is: [CH3:1][C:2]1([CH3:20])[O:11][C:10]2[C:5](=[N:6][C:7]([CH2:12][N:13]([C:14]3[CH:19]=[CH:18][CH:17]=[CH:16][CH:15]=3)[C:33](=[O:34])[C:32]3[CH:36]=[CH:37][C:38]([O:39][CH3:40])=[C:30]([O:29][CH3:28])[CH:31]=3)=[CH:8][CH:9]=2)[CH:4]=[CH:3]1.